Task: Regression. Given two drug SMILES strings and cell line genomic features, predict the synergy score measuring deviation from expected non-interaction effect.. Dataset: NCI-60 drug combinations with 297,098 pairs across 59 cell lines (1) Drug 1: CC12CCC(CC1=CCC3C2CCC4(C3CC=C4C5=CN=CC=C5)C)O. Drug 2: C(CN)CNCCSP(=O)(O)O. Cell line: 786-0. Synergy scores: CSS=8.94, Synergy_ZIP=2.01, Synergy_Bliss=6.09, Synergy_Loewe=-6.23, Synergy_HSA=4.69. (2) Drug 1: CN(CC1=CN=C2C(=N1)C(=NC(=N2)N)N)C3=CC=C(C=C3)C(=O)NC(CCC(=O)O)C(=O)O. Drug 2: C1CN(CCN1C(=O)CCBr)C(=O)CCBr. Cell line: RPMI-8226. Synergy scores: CSS=51.1, Synergy_ZIP=-3.04, Synergy_Bliss=-0.909, Synergy_Loewe=-14.3, Synergy_HSA=2.76. (3) Drug 1: C1=CC(=CC=C1C#N)C(C2=CC=C(C=C2)C#N)N3C=NC=N3. Drug 2: CC1C(C(CC(O1)OC2CC(CC3=C2C(=C4C(=C3O)C(=O)C5=C(C4=O)C(=CC=C5)OC)O)(C(=O)CO)O)N)O.Cl. Cell line: SK-MEL-2. Synergy scores: CSS=39.8, Synergy_ZIP=2.32, Synergy_Bliss=2.05, Synergy_Loewe=-3.66, Synergy_HSA=2.61.